From a dataset of Catalyst prediction with 721,799 reactions and 888 catalyst types from USPTO. Predict which catalyst facilitates the given reaction. (1) Reactant: [F:1][C:2]1[CH:7]=[CH:6][C:5]([NH:8][C:9]([C:11]2[C:15]([NH2:16])=[CH:14][NH:13][N:12]=2)=[O:10])=[CH:4][CH:3]=1.[F:17][C:18]([F:29])([F:28])[C:19](O[C:19](=[O:20])[C:18]([F:29])([F:28])[F:17])=[O:20]. Product: [F:1][C:2]1[CH:3]=[CH:4][C:5]([NH:8][C:9]([C:11]2[C:15]([NH:16][C:19](=[O:20])[C:18]([F:29])([F:28])[F:17])=[CH:14][NH:13][N:12]=2)=[O:10])=[CH:6][CH:7]=1. The catalyst class is: 17. (2) Reactant: F[C:2]1[N:12]=[CH:11][CH:10]=[CH:9][C:3]=1[C:4]([O:6][CH2:7][CH3:8])=[O:5].C(N(C(C)C)CC)(C)C.[F:22][C@@H:23]1[CH2:27][CH2:26][NH:25][CH2:24]1. Product: [F:22][C@@H:23]1[CH2:27][CH2:26][N:25]([C:2]2[N:12]=[CH:11][CH:10]=[CH:9][C:3]=2[C:4]([O:6][CH2:7][CH3:8])=[O:5])[CH2:24]1. The catalyst class is: 3. (3) Reactant: [NH2:1][C:2]1[N:7]=[CH:6][N:5]=[C:4]2[N:8]([CH2:25][C@H:26]3[CH2:30][CH2:29][CH2:28][N:27]3[C:31](=[O:48])[C:32]([C:46]#[N:47])=[CH:33][C@@H:34]3[CH2:38][CH2:37][CH2:36][N:35]3C(OC(C)(C)C)=O)[N:9]=[C:10]([C:11]3[CH:16]=[CH:15][C:14]([O:17][C:18]4[CH:23]=[CH:22][CH:21]=[CH:20][CH:19]=4)=[CH:13][C:12]=3[F:24])[C:3]=12.[ClH:49]. Product: [ClH:49].[NH2:1][C:2]1[N:7]=[CH:6][N:5]=[C:4]2[N:8]([CH2:25][C@H:26]3[CH2:30][CH2:29][CH2:28][N:27]3[C:31]([C:32](=[CH:33][C@@H:34]3[CH2:38][CH2:37][CH2:36][NH:35]3)[C:46]#[N:47])=[O:48])[N:9]=[C:10]([C:11]3[CH:16]=[CH:15][C:14]([O:17][C:18]4[CH:23]=[CH:22][CH:21]=[CH:20][CH:19]=4)=[CH:13][C:12]=3[F:24])[C:3]=12. The catalyst class is: 12.